Task: Predict the reactants needed to synthesize the given product.. Dataset: Full USPTO retrosynthesis dataset with 1.9M reactions from patents (1976-2016) (1) Given the product [Cl:1][C:2]1[CH:18]=[CH:17][C:5]([CH2:6][NH:7][C:8]([C:10]2([C:13]([F:16])([F:15])[F:14])[CH2:12][CH2:11]2)=[O:9])=[CH:4][C:3]=1[NH:19][C:20]1[N:30]([CH3:31])[C:26]2[CH:25]=[C:24]([N:32]3[CH2:37][CH2:36][N:35]([C:38]4[CH:39]=[CH:40][C:41]([C:44]([F:45])([F:47])[F:46])=[CH:42][CH:43]=4)[CH2:34][CH2:33]3)[C:23]([Cl:22])=[CH:29][C:27]=2[N:28]=1, predict the reactants needed to synthesize it. The reactants are: [Cl:1][C:2]1[CH:18]=[CH:17][C:5]([CH2:6][NH:7][C:8]([C:10]2([C:13]([F:16])([F:15])[F:14])[CH2:12][CH2:11]2)=[O:9])=[CH:4][C:3]=1[N:19]=[C:20]=S.[Cl:22][C:23]1[C:24]([N:32]2[CH2:37][CH2:36][N:35]([C:38]3[CH:43]=[CH:42][C:41]([C:44]([F:47])([F:46])[F:45])=[CH:40][CH:39]=3)[CH2:34][CH2:33]2)=[CH:25][C:26]([NH:30][CH3:31])=[C:27]([CH:29]=1)[NH2:28].CC(C)N=C=NC(C)C. (2) Given the product [CH:27]1([CH2:26][C@H:25]([NH:24][C:23]([N:19]2[CH2:20][CH2:21][CH2:22][C@@H:17]([C@H:8]([C:4]3[CH:5]=[CH:6][CH:7]=[CH:2][CH:3]=3)[O:9][CH2:10][CH2:11][NH:12][C:13](=[O:16])[O:14][CH3:15])[CH2:18]2)=[O:36])[CH2:33][NH:34][CH3:35])[CH2:32][CH2:31][CH2:30][CH2:29][CH2:28]1, predict the reactants needed to synthesize it. The reactants are: Cl[C:2]1[CH:3]=[C:4]([C@@H:8]([C@@H:17]2[CH2:22][CH2:21][CH2:20][N:19]([C:23](=[O:36])[NH:24][C@H:25]([CH2:33][NH:34][CH3:35])[CH2:26][CH:27]3[CH2:32][CH2:31][CH2:30][CH2:29][CH2:28]3)[CH2:18]2)[O:9][CH2:10][CH2:11][NH:12][C:13](=[O:16])[O:14][CH3:15])[CH:5]=[CH:6][CH:7]=1. (3) Given the product [CH3:26][O:25][C:19]1[CH:18]=[C:17]([C:14]2[CH:15]=[CH:16][C:11]3[N:12]([C:8]([C:5]4[CH:6]=[CH:7][C:2]([N:32]5[CH:33]=[CH:34][C:30]([C:29]([F:36])([F:35])[F:28])=[N:31]5)=[CH:3][CH:4]=4)=[C:9]([CH3:27])[N:10]=3)[N:13]=2)[CH:22]=[CH:21][C:20]=1[O:23][CH3:24], predict the reactants needed to synthesize it. The reactants are: Br[C:2]1[CH:7]=[CH:6][C:5]([C:8]2[N:12]3[N:13]=[C:14]([C:17]4[CH:22]=[CH:21][C:20]([O:23][CH3:24])=[C:19]([O:25][CH3:26])[CH:18]=4)[CH:15]=[CH:16][C:11]3=[N:10][C:9]=2[CH3:27])=[CH:4][CH:3]=1.[F:28][C:29]([F:36])([F:35])[C:30]1[CH:34]=[CH:33][NH:32][N:31]=1.C(=NN)C1C(=CC=CC=1)O.C([O-])([O-])=O.[Cs+].[Cs+]. (4) Given the product [ClH:21].[C:5]([O:4][CH2:1][CH2:2][N:34]([CH2:33][CH2:32][CH2:31][O:30][C:23]1[CH:24]=[CH:25][C:26]([O:28][CH3:29])=[CH:27][C:22]=1[CH:13]1[N:12]([C:9](=[O:11])[CH3:10])[C:16]2[CH:17]=[CH:18][C:19]([Cl:21])=[CH:20][C:15]=2[S:14]1)[CH:35]([CH3:36])[CH3:37])(=[O:7])[CH3:6], predict the reactants needed to synthesize it. The reactants are: [C:1]([O:4][C:5](=[O:7])[CH3:6])(=O)[CH3:2].Cl.[C:9]([N:12]1[C:16]2[CH:17]=[CH:18][C:19]([Cl:21])=[CH:20][C:15]=2[S:14][CH:13]1[C:22]1[CH:27]=[C:26]([O:28][CH3:29])[CH:25]=[CH:24][C:23]=1[O:30][CH2:31][CH2:32][CH2:33][N:34](CCO)[CH:35]([CH3:37])[CH3:36])(=[O:11])[CH3:10].N1C=CC=CC=1. (5) Given the product [CH2:25]([O:24][C:23]1[C:16]([CH3:15])=[CH:17][C:18]([C:19]2[NH:6][C:4](=[O:5])[C:3]3[C:2](=[CH:10][C:9]([O:11][CH3:12])=[CH:8][C:7]=3[O:13][CH3:14])[N:1]=2)=[CH:21][C:22]=1[CH3:32])[C:26]1[CH:27]=[CH:28][CH:29]=[CH:30][CH:31]=1, predict the reactants needed to synthesize it. The reactants are: [NH2:1][C:2]1[CH:10]=[C:9]([O:11][CH3:12])[CH:8]=[C:7]([O:13][CH3:14])[C:3]=1[C:4]([NH2:6])=[O:5].[CH3:15][C:16]1[CH:17]=[C:18]([CH:21]=[C:22]([CH3:32])[C:23]=1[O:24][CH2:25][C:26]1[CH:31]=[CH:30][CH:29]=[CH:28][CH:27]=1)[CH:19]=O.S([O-])(O)=O.[Na+].C1(C)C=CC(S(O)(=O)=O)=CC=1. (6) Given the product [CH3:8][C:7]1[C:2]([CH2:1][OH:25])=[N:3][CH:4]=[CH:5][C:6]=1[O:9][CH2:10][CH:11]1[CH2:16][O:15][C:14]2([CH2:21][CH2:20][O:19][CH2:18][CH2:17]2)[O:13][CH2:12]1, predict the reactants needed to synthesize it. The reactants are: [CH3:1][C:2]1[C:7]([CH3:8])=[C:6]([O:9][CH2:10][CH:11]2[CH2:16][O:15][C:14]3([CH2:21][CH2:20][O:19][CH2:18][CH2:17]3)[O:13][CH2:12]2)[CH:5]=[CH:4][N+:3]=1[O-].C(OC(=O)C)(=[O:25])C.[OH-].[Na+].